Dataset: Catalyst prediction with 721,799 reactions and 888 catalyst types from USPTO. Task: Predict which catalyst facilitates the given reaction. (1) Reactant: CN(C)[CH:3]=[O:4].P(Cl)(Cl)(Cl)=O.[Cl:11][C:12]1[N:17]2[N:18]=[C:19]([C:21]3[O:22][CH:23]=[CH:24][C:25]=3[CH3:26])[CH:20]=[C:16]2[CH:15]=[CH:14][CH:13]=1.O. Product: [Cl:11][C:12]1[N:17]2[N:18]=[C:19]([C:21]3[O:22][CH:23]=[CH:24][C:25]=3[CH3:26])[C:20]([CH:3]=[O:4])=[C:16]2[CH:15]=[CH:14][CH:13]=1. The catalyst class is: 4. (2) Reactant: [Br:1][C:2]1[CH2:11][CH2:10][C:9]2[C:4](=[CH:5][CH:6]=[C:7]([Cl:12])[CH:8]=2)[C:3]=1[CH:13]=[O:14].ClC1C(=O)C(C#N)=C(C#N)C(=O)C=1Cl. Product: [Br:1][C:2]1[CH:11]=[CH:10][C:9]2[C:4](=[CH:5][CH:6]=[C:7]([Cl:12])[CH:8]=2)[C:3]=1[CH:13]=[O:14]. The catalyst class is: 11. (3) Reactant: CN(C(/N=N/C(N(C)C)=O)=O)C.C(OC([N:20]1[CH2:25][CH2:24][N:23]([C:26]2[C:27]([O:32]CCO)=[N:28][CH:29]=[CH:30][N:31]=2)[CH2:22][CH2:21]1)=O)(C)(C)C.[C:36]1(P(C2C=CC=CC=2)C2C=CC=CC=2)C=CC=C[CH:37]=1.[Cl:55][C:56]1[C:61]([Cl:62])=[CH:60][CH:59]=[CH:58][C:57]=1[OH:63]. Product: [Cl:55][C:56]1[C:61]([Cl:62])=[CH:60][CH:59]=[CH:58][C:57]=1[O:63][CH2:36][CH2:37][N:28]1[CH:29]=[CH:30][N:31]=[C:26]([N:23]2[CH2:22][CH2:21][NH:20][CH2:25][CH2:24]2)[C:27]1=[O:32]. The catalyst class is: 1. (4) Reactant: [S:1]1[CH:5]=[CH:4][C:3]([CH2:6][O:7][CH2:8][C:9]2[O:13][N:12]=[C:11]([C:14]([OH:16])=O)[CH:10]=2)=[CH:2]1.C(N(CC)CC)C.Cl.C(N=C=NCCCN(C)C)C.ON1C2C=CC=CC=2N=N1.[O:46]1[CH2:51][CH2:50][CH:49]([CH2:52][NH2:53])[CH2:48][CH2:47]1. Product: [O:46]1[CH2:51][CH2:50][CH:49]([CH2:52][NH:53][C:14]([C:11]2[CH:10]=[C:9]([CH2:8][O:7][CH2:6][C:3]3[CH:4]=[CH:5][S:1][CH:2]=3)[O:13][N:12]=2)=[O:16])[CH2:48][CH2:47]1. The catalyst class is: 408.